The task is: Predict the product of the given reaction.. This data is from Forward reaction prediction with 1.9M reactions from USPTO patents (1976-2016). (1) Given the reactants [Br:1]Br.[Br:3][CH:4]([F:35])[C:5]([F:34])([F:33])[O:6][C:7]1[CH:12]=[CH:11][C:10]([C:13]2[C:14]([CH3:32])=[C:15]([C:18]3[N:22]([CH3:23])[N:21]=[C:20]([C:24]4[C:29]([F:30])=[CH:28][CH:27]=[CH:26][C:25]=4[Cl:31])[N:19]=3)[S:16][CH:17]=2)=[CH:9][CH:8]=1.C([O-])(O)=O.[Na+], predict the reaction product. The product is: [Br:1][C:17]1[S:16][C:15]([C:18]2[N:22]([CH3:23])[N:21]=[C:20]([C:24]3[C:29]([F:30])=[CH:28][CH:27]=[CH:26][C:25]=3[Cl:31])[N:19]=2)=[C:14]([CH3:32])[C:13]=1[C:10]1[CH:9]=[CH:8][C:7]([O:6][C:5]([F:34])([F:33])[CH:4]([Br:3])[F:35])=[CH:12][CH:11]=1. (2) Given the reactants [OH-].[Na+].[CH2:3]([N:5]([CH2:27][CH3:28])[CH:6]1[CH2:11][CH2:10][N:9]([C:12](=[O:26])[CH2:13][CH2:14][C:15]2[N:16]([CH2:20][C:21]([O:23]CC)=[O:22])[CH:17]=[CH:18][N:19]=2)[CH2:8][CH2:7]1)[CH3:4].Cl, predict the reaction product. The product is: [CH2:27]([N:5]([CH2:3][CH3:4])[CH:6]1[CH2:7][CH2:8][N:9]([C:12](=[O:26])[CH2:13][CH2:14][C:15]2[N:16]([CH2:20][C:21]([OH:23])=[O:22])[CH:17]=[CH:18][N:19]=2)[CH2:10][CH2:11]1)[CH3:28]. (3) Given the reactants [CH2:1]([C@@H:8]1[CH2:19][N:18]2[C:10]([C:11]3[NH:12][C:13]([CH:21]4[CH2:25][CH2:24][CH2:23][CH2:22]4)=[N:14][C:15]=3[N:16]=[C:17]2Cl)=[N:9]1)[C:2]1[CH:7]=[CH:6][CH:5]=[CH:4][CH:3]=1.[CH3:26][S:27][CH:28](C)CO.[H-].[Na+].C([O:37][CH2:38][CH3:39])(=O)C, predict the reaction product. The product is: [CH2:1]([C@@H:8]1[CH2:19][N:18]2[C:10]([C:11]3[NH:12][C:13]([CH:21]4[CH2:25][CH2:24][CH2:23][CH2:22]4)=[N:14][C:15]=3[N:16]=[C:17]2[O:37][CH2:38][CH2:39][CH2:26][S:27][CH3:28])=[N:9]1)[C:2]1[CH:7]=[CH:6][CH:5]=[CH:4][CH:3]=1. (4) Given the reactants C(=O)([O-])[O-].[K+].[K+].Br[C:8]1[S:9][CH:10]=[CH:11][N:12]=1.[C:13]([O:17][C:18](=[O:26])[NH:19][CH:20]1[CH2:25][CH2:24][NH:23][CH2:22][CH2:21]1)([CH3:16])([CH3:15])[CH3:14], predict the reaction product. The product is: [C:13]([O:17][C:18](=[O:26])[NH:19][CH:20]1[CH2:25][CH2:24][N:23]([C:8]2[S:9][CH:10]=[CH:11][N:12]=2)[CH2:22][CH2:21]1)([CH3:16])([CH3:14])[CH3:15]. (5) Given the reactants [F:1][C:2]1[CH:3]=[C:4]([CH:7]=[C:8]([F:38])[C:9]=1[CH:10](O)[CH2:11][CH2:12][C:13]1[N:14]=[CH:15][N:16](C(C2C=CC=CC=2)(C2C=CC=CC=2)C2C=CC=CC=2)[CH:17]=1)[C:5]#[N:6].CCN(CC)CC.CS(Cl)(=O)=O.S([O-])(=O)(=O)C.C([O-])([O-])=O.[K+].[K+].[Na+].[I-], predict the reaction product. The product is: [CH:17]1[N:16]=[CH:15][N:14]2[CH:10]([C:9]3[C:2]([F:1])=[CH:3][C:4]([C:5]#[N:6])=[CH:7][C:8]=3[F:38])[CH2:11][CH2:12][C:13]=12.